From a dataset of Full USPTO retrosynthesis dataset with 1.9M reactions from patents (1976-2016). Predict the reactants needed to synthesize the given product. (1) Given the product [NH:27]1[CH2:26][CH:25]([N:8]2[C:4]3=[N:5][CH:6]=[N:7][C:2]([NH2:1])=[C:3]3[C:10]([C:11]3[CH:16]=[CH:15][C:14]([O:17][C:18]4[CH:23]=[CH:22][CH:21]=[CH:20][CH:19]=4)=[CH:13][C:12]=3[F:24])=[N:9]2)[CH2:28]1, predict the reactants needed to synthesize it. The reactants are: [NH2:1][C:2]1[N:7]=[CH:6][N:5]=[C:4]2[N:8]([CH:25]3[CH2:28][N:27](C(OC(C)(C)C)=O)[CH2:26]3)[N:9]=[C:10]([C:11]3[CH:16]=[CH:15][C:14]([O:17][C:18]4[CH:23]=[CH:22][CH:21]=[CH:20][CH:19]=4)=[CH:13][C:12]=3[F:24])[C:3]=12.CCOC(C)=O.O. (2) Given the product [NH2:24][C:20]1[N:19]=[C:18]([NH:17][C:14]2[CH:15]=[C:16]3[C:11](=[CH:12][CH:13]=2)[NH:10][N:9]=[C:8]3[C:6]([NH:5][CH2:4][C:3]([OH:25])=[O:2])=[O:7])[CH:23]=[CH:22][N:21]=1, predict the reactants needed to synthesize it. The reactants are: C[O:2][C:3](=[O:25])[CH2:4][NH:5][C:6]([C:8]1[C:16]2[C:11](=[CH:12][CH:13]=[C:14]([NH:17][C:18]3[CH:23]=[CH:22][N:21]=[C:20]([NH2:24])[N:19]=3)[CH:15]=2)[NH:10][N:9]=1)=[O:7].[OH-].[Na+].Cl. (3) Given the product [C:1]([O:5][C:6]([N:8]1[CH2:13][CH2:12][CH2:11][C:10]([NH:19][C:20]([O:22][CH2:23][C:24]2[CH:25]=[CH:26][CH:27]=[CH:28][CH:29]=2)=[O:21])([C:14]([F:17])([F:18])[CH2:15][OH:30])[CH2:9]1)=[O:7])([CH3:3])([CH3:4])[CH3:2], predict the reactants needed to synthesize it. The reactants are: [C:1]([O:5][C:6]([N:8]1[CH2:13][CH2:12][CH2:11][C:10]([NH:19][C:20]([O:22][CH2:23][C:24]2[CH:29]=[CH:28][CH:27]=[CH:26][CH:25]=2)=[O:21])([C:14]([F:18])([F:17])[CH:15]=C)[CH2:9]1)=[O:7])([CH3:4])([CH3:3])[CH3:2].[O:30]=[O+][O-].[BH4-].[Na+].C(=O)(O)[O-].[Na+].[Cl-].[Na+]. (4) Given the product [F:17][C:14]1[CH:13]=[CH:12][C:11]([C:9]2([C:18]#[N:19])[CH2:8][CH2:7][C:6](=[O:20])[CH2:5][CH2:10]2)=[CH:16][CH:15]=1, predict the reactants needed to synthesize it. The reactants are: COC([CH:5]1[CH2:10][C:9]([C:18]#[N:19])([C:11]2[CH:16]=[CH:15][C:14]([F:17])=[CH:13][CH:12]=2)[CH2:8][CH2:7][C:6]1=[O:20])=O.Cl. (5) The reactants are: OC(C(F)(F)F)=O.[CH3:8][C:9]1[C:14]([O:15][C:16]2[CH:24]=[C:23]([C:25]([F:28])([F:27])[F:26])[CH:22]=[CH:21][C:17]=2[C:18]([OH:20])=O)=[CH:13][CH:12]=[CH:11][N:10]=1.CN(C(ON1N=NC2C=CC=NC1=2)=[N+](C)C)C.F[P-](F)(F)(F)(F)F.[NH2:53][C:54]1[CH:55]=[C:56]([S:60]([NH2:63])(=[O:62])=[O:61])[CH:57]=[CH:58][CH:59]=1.C(N(CC)CC)C. Given the product [CH3:8][C:9]1[C:14]([O:15][C:16]2[CH:24]=[C:23]([C:25]([F:28])([F:27])[F:26])[CH:22]=[CH:21][C:17]=2[C:18]([NH:53][C:54]2[CH:59]=[CH:58][CH:57]=[C:56]([S:60](=[O:62])(=[O:61])[NH2:63])[CH:55]=2)=[O:20])=[CH:13][CH:12]=[CH:11][N:10]=1, predict the reactants needed to synthesize it. (6) Given the product [C:24]([O:23][C@@H:18]([C:9]1[C:8]([CH3:28])=[CH:7][C:5]2[N:6]=[C:2]([C:34]3[CH:33]=[CH:32][N:31]=[C:30]([Cl:29])[CH:35]=3)[S:3][C:4]=2[C:10]=1[C:11]1[CH:16]=[CH:15][C:14]([Cl:17])=[CH:13][CH:12]=1)[C:19]([O:21][CH3:22])=[O:20])([CH3:27])([CH3:26])[CH3:25], predict the reactants needed to synthesize it. The reactants are: Br[C:2]1[S:3][C:4]2[C:10]([C:11]3[CH:16]=[CH:15][C:14]([Cl:17])=[CH:13][CH:12]=3)=[C:9]([C@H:18]([O:23][C:24]([CH3:27])([CH3:26])[CH3:25])[C:19]([O:21][CH3:22])=[O:20])[C:8]([CH3:28])=[CH:7][C:5]=2[N:6]=1.[Cl:29][C:30]1[CH:35]=[C:34](B(O)O)[CH:33]=[CH:32][N:31]=1.C([O-])([O-])=O.[K+].[K+].CCOC(C)=O. (7) Given the product [N:10]1[CH:9]=[CH:8][N:7]=[C:6]2[N:11]=[CH:12][C:3]([CH:1]=[O:17])=[CH:4][C:5]=12, predict the reactants needed to synthesize it. The reactants are: [CH:1]([C:3]1[CH:12]=[N:11][C:6]2=[N:7][CH:8]=[CH:9][N:10]=[C:5]2[CH:4]=1)=C.CC([OH:17])(C)C.I([O-])(=O)(=O)=O.[Na+].